From a dataset of Full USPTO retrosynthesis dataset with 1.9M reactions from patents (1976-2016). Predict the reactants needed to synthesize the given product. (1) Given the product [CH2:28]([NH:35][CH2:24][CH:21]1[CH2:22][CH2:23][N:18]([C:16]([C:8]2[N:7]([CH2:6][C:5]3[CH:26]=[CH:27][C:2]([F:1])=[CH:3][CH:4]=3)[C:15]3[C:10]([CH:9]=2)=[CH:11][CH:12]=[CH:13][CH:14]=3)=[O:17])[CH2:19][CH2:20]1)[C:29]1[CH:34]=[CH:33][CH:32]=[CH:31][CH:30]=1, predict the reactants needed to synthesize it. The reactants are: [F:1][C:2]1[CH:27]=[CH:26][C:5]([CH2:6][N:7]2[C:15]3[C:10](=[CH:11][CH:12]=[CH:13][CH:14]=3)[CH:9]=[C:8]2[C:16]([N:18]2[CH2:23][CH2:22][CH:21]([CH:24]=O)[CH2:20][CH2:19]2)=[O:17])=[CH:4][CH:3]=1.[CH2:28]([NH2:35])[C:29]1[CH:34]=[CH:33][CH:32]=[CH:31][CH:30]=1.C([BH3-])#N.[Na+].C(O)(=O)C. (2) Given the product [NH2:13][C:6]1[C:7]([CH2:44][CH2:43][NH:36][C:45](=[O:47])[O:48][CH3:49])=[C:2]([NH2:1])[N:3]=[C:4]([N:14]2[C:22]3[C:17](=[N:18][CH:19]=[C:20]([F:23])[CH:21]=3)[C:16]([CH2:24][C:25]3[CH:30]=[CH:29][CH:28]=[CH:27][C:26]=3[F:31])=[N:15]2)[N:5]=1, predict the reactants needed to synthesize it. The reactants are: [NH2:1][C:2]1[C:7](NC(=O)OC)=[C:6]([NH2:13])[N:5]=[C:4]([N:14]2[C:22]3[C:17](=[N:18][CH:19]=[C:20]([F:23])[CH:21]=3)[C:16]([CH2:24][C:25]3[CH:30]=[CH:29][CH:28]=[CH:27][C:26]=3[F:31])=[N:15]2)[N:3]=1.C[Si]([N-:36][Si](C)(C)C)(C)C.[Na+].I[CH2:43][CH3:44].[C:45]([O:48][CH2:49]C)(=[O:47])C. (3) Given the product [CH3:15][O:1][CH2:2][C:3](=[CH2:14])[C:4]([O:6][C:7]1([CH2:12][CH3:13])[CH2:11][CH2:10][CH2:9][CH2:8]1)=[O:5], predict the reactants needed to synthesize it. The reactants are: [OH:1][CH2:2][C:3](=[CH2:14])[C:4]([O:6][C:7]1([CH2:12][CH3:13])[CH2:11][CH2:10][CH2:9][CH2:8]1)=[O:5].[CH3:15]I.